The task is: Predict the product of the given reaction.. This data is from Forward reaction prediction with 1.9M reactions from USPTO patents (1976-2016). (1) The product is: [NH2:18][C:9]1[CH:8]=[C:7]2[C:12]([CH:3]([CH2:1][CH3:2])[CH2:4][CH2:5][NH:6]2)=[CH:11][CH:10]=1. Given the reactants [CH2:1]([CH:3]1[C:12]2[C:7](=[CH:8][CH:9]=[CH:10][CH:11]=2)[NH:6][CH2:5][CH2:4]1)[CH3:2].OS(O)(=O)=O.[N:18]1C2C(=CC=CC=2)C=CC=1.[N+]([O-])(O)=O.C([O-])(O)=O.[Na+].[OH-].[Na+], predict the reaction product. (2) Given the reactants [C:1]([O:4][CH2:5][C:6]([N:8]1[CH2:13][CH2:12][CH:11]([C:14]2[CH:19]=[C:18](I)[C:17]([O:21][CH3:22])=[CH:16][C:15]=2[F:23])[CH2:10][CH2:9]1)=[O:7])(=[O:3])[CH3:2].[F:24][C:25]([F:64])([F:63])[C:26]1[CH:27]=[C:28]([C@H:36]2[O:40][C:39](=[O:41])[N:38]([CH2:42][C:43]3[CH:48]=[C:47]([C:49]([F:52])([F:51])[F:50])[CH:46]=[CH:45][C:44]=3B3OC(C)(C)C(C)(C)O3)[C@H:37]2[CH3:62])[CH:29]=[C:30]([C:32]([F:35])([F:34])[F:33])[CH:31]=1.C, predict the reaction product. The product is: [C:1]([O:4][CH2:5][C:6]([N:8]1[CH2:13][CH2:12][CH:11]([C:14]2[CH:19]=[C:18]([C:44]3[CH:45]=[CH:46][C:47]([C:49]([F:52])([F:51])[F:50])=[CH:48][C:43]=3[CH2:42][N:38]3[C@@H:37]([CH3:62])[C@@H:36]([C:28]4[CH:29]=[C:30]([C:32]([F:35])([F:33])[F:34])[CH:31]=[C:26]([C:25]([F:24])([F:63])[F:64])[CH:27]=4)[O:40][C:39]3=[O:41])[C:17]([O:21][CH3:22])=[CH:16][C:15]=2[F:23])[CH2:10][CH2:9]1)=[O:7])(=[O:3])[CH3:2]. (3) Given the reactants [O:1]1[CH2:6]C[C:4](=O)[CH2:3][CH2:2]1.[CH2:8]([NH2:15])[C:9]1[CH:14]=[CH:13][CH:12]=[CH:11][CH:10]=1.[C:16]([OH:19])(=O)[CH3:17].[CH2:20]=O.[ClH:22], predict the reaction product. The product is: [ClH:22].[CH2:8]([N:15]1[CH2:4][CH:3]2[C:16](=[O:19])[CH:17]([CH2:6][O:1][CH2:2]2)[CH2:20]1)[C:9]1[CH:14]=[CH:13][CH:12]=[CH:11][CH:10]=1. (4) Given the reactants [OH:1][CH:2]1[C@H:7]([CH3:8])[CH2:6][CH2:5][C@@H:4]([C:9]([OH:11])=[O:10])[CH2:3]1.N1C=CC=CC=1.[C:18](OC(=O)C)(=[O:20])[CH3:19], predict the reaction product. The product is: [C:18]([O:1][CH:2]1[C@H:7]([CH3:8])[CH2:6][CH2:5][C@@H:4]([C:9]([OH:11])=[O:10])[CH2:3]1)(=[O:20])[CH3:19]. (5) Given the reactants [Cl:1][C:2]1[CH:10]=[C:9]([Cl:11])[CH:8]=[C:7]([Cl:12])[C:3]=1[C:4](O)=[O:5], predict the reaction product. The product is: [Cl:1][C:2]1[CH:10]=[C:9]([Cl:11])[CH:8]=[C:7]([Cl:12])[C:3]=1[CH2:4][OH:5]. (6) Given the reactants C[Si]([N-][Si](C)(C)C)(C)C.[Na+].O1CCCC1.[Br:16][C:17]1[CH:25]=[C:24]([C:26]#[C:27][CH2:28][O:29][CH3:30])[C:20]2[O:21][CH2:22][O:23][C:19]=2[C:18]=1[NH2:31].Cl[C:33]1[C:42]2[C:37](=[CH:38][C:39]([O:45][CH2:46][CH2:47][CH2:48][N:49]3[CH2:54][CH2:53][O:52][CH2:51][CH2:50]3)=[C:40]([O:43][CH3:44])[CH:41]=2)[N:36]=[CH:35][N:34]=1.[Cl-].[NH4+], predict the reaction product. The product is: [Br:16][C:17]1[CH:25]=[C:24]([C:26]#[C:27][CH2:28][O:29][CH3:30])[C:20]2[O:21][CH2:22][O:23][C:19]=2[C:18]=1[NH:31][C:33]1[C:42]2[C:37](=[CH:38][C:39]([O:45][CH2:46][CH2:47][CH2:48][N:49]3[CH2:50][CH2:51][O:52][CH2:53][CH2:54]3)=[C:40]([O:43][CH3:44])[CH:41]=2)[N:36]=[CH:35][N:34]=1. (7) Given the reactants O.[OH-].[Li+].C[O:5][C:6](=[O:33])[CH2:7][C:8]1[C:17]([CH3:18])=[C:16]([C:19]2[CH:24]=[CH:23][C:22]([S:25](=[O:31])(=[O:30])[NH:26][CH2:27][CH2:28][OH:29])=[CH:21][CH:20]=2)[C:15]2[C:10](=[CH:11][CH:12]=[C:13]([Cl:32])[CH:14]=2)[CH:9]=1.C1COCC1.O, predict the reaction product. The product is: [Cl:32][C:13]1[CH:14]=[C:15]2[C:10](=[CH:11][CH:12]=1)[CH:9]=[C:8]([CH2:7][C:6]([OH:33])=[O:5])[C:17]([CH3:18])=[C:16]2[C:19]1[CH:24]=[CH:23][C:22]([S:25](=[O:30])(=[O:31])[NH:26][CH2:27][CH2:28][OH:29])=[CH:21][CH:20]=1.